This data is from Reaction yield outcomes from USPTO patents with 853,638 reactions. The task is: Predict the reaction yield, written as a fraction of the theoretical maximum amount of product (1.0 means a 100% yield; for example, 0.34 means a 34% yield). (1) The reactants are O[O:2][S:3]([O-:5])=O.[K+].Cl.[F:8][C:9]1[CH:14]=[C:13](SC)[CH:12]=[CH:11][C:10]=1[C:17]1[N:22]=[CH:21][C:20]([OH:23])=[CH:19][CH:18]=1.[CH3:24]C(C)=O. The catalyst is O. The product is [F:8][C:9]1[CH:14]=[C:13]([S:3]([CH3:24])(=[O:5])=[O:2])[CH:12]=[CH:11][C:10]=1[C:17]1[N:22]=[CH:21][C:20]([OH:23])=[CH:19][CH:18]=1. The yield is 0.650. (2) The product is [OH:2][CH2:1][C:3]1[CH:4]=[CH:5][C:6]2[O:11][CH:10]([C:12]([F:14])([F:15])[F:13])[C:9]([C:16]([OH:18])=[O:17])=[CH:8][C:7]=2[CH:19]=1. The reactants are [CH:1]([C:3]1[CH:4]=[CH:5][C:6]2[O:11][CH:10]([C:12]([F:15])([F:14])[F:13])[C:9]([C:16]([OH:18])=[O:17])=[CH:8][C:7]=2[CH:19]=1)=[O:2].[BH4-].[Na+]. The yield is 0.310. The catalyst is C1COCC1.C(O)C. (3) The reactants are [NH2:1][CH2:2][CH2:3][CH2:4][CH2:5][CH2:6][C:7]([OH:9])=[O:8].[CH3:10][N:11]([CH3:26])[C:12]1[CH:21]=[CH:20][CH:19]=[C:18]2[C:13]=1[CH:14]=[CH:15][CH:16]=[C:17]2[S:22](Cl)(=[O:24])=[O:23].Cl. The catalyst is C([O-])(O)=O.[Na+].CC(C)=O.C(N(CC)CC)C. The product is [CH3:10][N:11]([CH3:26])[C:12]1[CH:21]=[CH:20][CH:19]=[C:18]2[C:13]=1[CH:14]=[CH:15][CH:16]=[C:17]2[S:22]([NH:1][CH2:2][CH2:3][CH2:4][CH2:5][CH2:6][C:7]([OH:9])=[O:8])(=[O:24])=[O:23]. The yield is 0.920. (4) The reactants are C(N([CH:7]([CH3:9])[CH3:8])CC)(C)C.[Br:10][C:11]1[C:24]2[C:25]3[C:26]4[C:13](=[CH:14][C:15]([C:33]([CH3:36])([CH3:35])[CH3:34])=[CH:16][C:17]=4[C:18]([Br:32])=[C:19]([NH2:31])[C:20]=3[CH:21]=[C:22]([C:27]([CH3:30])([CH3:29])[CH3:28])[CH:23]=2)[C:12]=1[NH2:37].[S:38]1[CH:42]=[CH:41][CH:40]=[C:39]1[C:43](Cl)=[O:44]. The catalyst is O1CCOCC1. The product is [Br:10][C:11]1[C:24]2[C:25]3=[C:26]4[C:13](=[CH:14][C:15]([C:33]([CH3:36])([CH3:35])[CH3:34])=[CH:16][C:17]4=[C:18]([Br:32])[C:19]([NH:31][C:43]([C:39]4[S:38][CH:42]=[CH:41][CH:40]=4)=[O:44])=[C:20]3[CH:21]=[C:22]([C:27]([CH3:30])([CH3:29])[CH3:28])[CH:23]=2)[C:12]=1[NH:37][C:43]([C:39]1[S:38][CH:9]=[CH:7][CH:8]=1)=[O:44]. The yield is 0.720.